Dataset: Reaction yield outcomes from USPTO patents with 853,638 reactions. Task: Predict the reaction yield, written as a fraction of the theoretical maximum amount of product (1.0 means a 100% yield; for example, 0.34 means a 34% yield). (1) The reactants are [H-].[Al+3].[Li+].[H-].[H-].[H-].C[O:8][C:9]([C:11]1[N:19]=[CH:18][C:17]2[NH:16][C:15]3[N:20]=[CH:21][C:22]([C:24]4[CH:29]=[CH:28][C:27]([CH2:30][N:31]5[CH2:36][CH2:35][CH2:34][CH2:33][CH2:32]5)=[CH:26][CH:25]=4)=[CH:23][C:14]=3[C:13]=2[CH:12]=1)=O.[Cl-].[NH4+].[C@H](O)(C([O-])=O)[C@@H](O)C([O-])=O.[Na+].[K+]. The catalyst is C1COCC1.O.C(Cl)Cl.CO. The product is [N:31]1([CH2:30][C:27]2[CH:28]=[CH:29][C:24]([C:22]3[CH:21]=[N:20][C:15]4[NH:16][C:17]5[CH:18]=[N:19][C:11]([CH2:9][OH:8])=[CH:12][C:13]=5[C:14]=4[CH:23]=3)=[CH:25][CH:26]=2)[CH2:36][CH2:35][CH2:34][CH2:33][CH2:32]1. The yield is 0.160. (2) The reactants are C([N:8]1[CH2:25][CH:24]([CH2:26][OH:27])[O:23][C:10]2([CH2:15][CH2:14][N:13]([C:16]([O:18][C:19]([CH3:22])([CH3:21])[CH3:20])=[O:17])[CH2:12][CH2:11]2)[CH2:9]1)C1C=CC=CC=1.C([O-])=O.[NH4+]. The catalyst is CO.[OH-].[OH-].[Pd+2]. The product is [OH:27][CH2:26][CH:24]1[O:23][C:10]2([CH2:11][CH2:12][N:13]([C:16]([O:18][C:19]([CH3:21])([CH3:20])[CH3:22])=[O:17])[CH2:14][CH2:15]2)[CH2:9][NH:8][CH2:25]1. The yield is 0.900. (3) The reactants are Br[C:2]1[N:7]=[CH:6][C:5]2[C:8]([C:14]3[C:18]([CH3:19])=[CH:17][N:16]([CH2:20][CH2:21][O:22][CH:23]4[CH2:28][CH2:27][CH2:26][CH2:25][O:24]4)[N:15]=3)=[CH:9][N:10]([CH:11]([CH3:13])[CH3:12])[C:4]=2[CH:3]=1.[CH:29]1([S:32]([N:35]2[CH:39]=[C:38]([C:40]3[N:45]=[C:44]([NH2:46])[CH:43]=[CH:42][N:41]=3)[CH:37]=[N:36]2)(=[O:34])=[O:33])[CH2:31][CH2:30]1.C1(P(C2C=CC=CC=2)C2C3OC4C(=CC=CC=4P(C4C=CC=CC=4)C4C=CC=CC=4)C(C)(C)C=3C=CC=2)C=CC=CC=1.C(=O)([O-])[O-].[Cs+].[Cs+]. The catalyst is C1C=CC(/C=C/C(/C=C/C2C=CC=CC=2)=O)=CC=1.C1C=CC(/C=C/C(/C=C/C2C=CC=CC=2)=O)=CC=1.C1C=CC(/C=C/C(/C=C/C2C=CC=CC=2)=O)=CC=1.[Pd].[Pd].O1CCOCC1. The product is [CH:29]1([S:32]([N:35]2[CH:39]=[C:38]([C:40]3[N:45]=[C:44]([NH:46][C:2]4[N:7]=[CH:6][C:5]5[C:8]([C:14]6[C:18]([CH3:19])=[CH:17][N:16]([CH2:20][CH2:21][O:22][CH:23]7[CH2:28][CH2:27][CH2:26][CH2:25][O:24]7)[N:15]=6)=[CH:9][N:10]([CH:11]([CH3:13])[CH3:12])[C:4]=5[CH:3]=4)[CH:43]=[CH:42][N:41]=3)[CH:37]=[N:36]2)(=[O:33])=[O:34])[CH2:31][CH2:30]1. The yield is 0.530.